This data is from Full USPTO retrosynthesis dataset with 1.9M reactions from patents (1976-2016). The task is: Predict the reactants needed to synthesize the given product. (1) Given the product [ClH:1].[ClH:1].[NH2:32][C@H:33]1[CH2:38][CH2:37][C@H:36]([NH:39][C:17]2[N:16]=[C:15]3[C:11]([N:12]=[CH:13][N:14]3[CH:20]3[CH2:21][CH2:22][CH2:23][CH2:24]3)=[C:10]([NH:9][CH2:8][CH2:7][NH:6][C:4](=[O:5])[C:3]3[CH:25]=[CH:26][C:27]([N+:29]([O-:31])=[O:30])=[CH:28][C:2]=3[Cl:1])[N:18]=2)[CH2:35][CH2:34]1, predict the reactants needed to synthesize it. The reactants are: [Cl:1][C:2]1[CH:28]=[C:27]([N+:29]([O-:31])=[O:30])[CH:26]=[CH:25][C:3]=1[C:4]([NH:6][CH2:7][CH2:8][NH:9][C:10]1[N:18]=[C:17](Cl)[N:16]=[C:15]2[C:11]=1[N:12]=[CH:13][N:14]2[CH:20]1[CH2:24][CH2:23][CH2:22][CH2:21]1)=[O:5].[NH2:32][C@H:33]1[CH2:38][CH2:37][C@H:36]([NH2:39])[CH2:35][CH2:34]1. (2) Given the product [NH2:1][C:2]1[C:3]([C:8]2[CH:26]=[CH:25][C:11]([C:12]([NH:14][C@@H:15]([C:18]3[CH:23]=[CH:22][CH:21]=[C:20]([Cl:24])[CH:19]=3)[CH2:16][OH:17])=[O:13])=[C:10]([F:27])[CH:9]=2)=[N:4][C:5]([Br:35])=[CH:6][N:7]=1, predict the reactants needed to synthesize it. The reactants are: [NH2:1][C:2]1[C:3]([C:8]2[CH:26]=[CH:25][C:11]([C:12]([NH:14][C@@H:15]([C:18]3[CH:23]=[CH:22][CH:21]=[C:20]([Cl:24])[CH:19]=3)[CH2:16][OH:17])=[O:13])=[C:10]([F:27])[CH:9]=2)=[N:4][CH:5]=[CH:6][N:7]=1.C1C(=O)N([Br:35])C(=O)C1. (3) Given the product [F:37][C:38]([F:44])([F:43])[S:39]([O:8][C:7]1[CH:6]=[CH:5][C:4]([N:9]2[C:13]([CH3:14])([CH3:15])[C:12](=[O:16])[N:11]([C:17]3[CH:24]=[CH:23][C:20]([C:21]#[N:22])=[C:19]([C:25]([F:26])([F:27])[F:28])[CH:18]=3)[C:10]2=[S:29])=[CH:3][C:2]=1[F:1])(=[O:41])=[O:40], predict the reactants needed to synthesize it. The reactants are: [F:1][C:2]1[CH:3]=[C:4]([N:9]2[C:13]([CH3:15])([CH3:14])[C:12](=[O:16])[N:11]([C:17]3[CH:24]=[CH:23][C:20]([C:21]#[N:22])=[C:19]([C:25]([F:28])([F:27])[F:26])[CH:18]=3)[C:10]2=[S:29])[CH:5]=[CH:6][C:7]=1[OH:8].C(N(CC)CC)C.[F:37][C:38]([F:44])([F:43])[S:39](O)(=[O:41])=[O:40]. (4) Given the product [Cl:1][C:2]1[CH:3]=[C:16]([C:15]([OH:13])=[O:17])[CH:5]=[C:6]2[C:10]=1[NH:9][N:8]=[CH:7]2, predict the reactants needed to synthesize it. The reactants are: [Cl:1][C:2]1[CH:3]=C(C#N)[CH:5]=[C:6]2[C:10]=1[NH:9][N:8]=[CH:7]2.[OH-:13].[K+].[CH2:15]([OH:17])[CH3:16]. (5) Given the product [C:30]([OH:29])(=[O:31])[C:32]1[CH:5]=[CH:6][CH:1]=[CH:2][CH:3]=1, predict the reactants needed to synthesize it. The reactants are: [C:1]1(/C=C\[C:1]2[CH:6]=[CH:5]C=[CH:3][CH:2]=2)[CH:6]=[CH:5]C=[CH:3][CH:2]=1.OOS([O-])=O.[K+].[O-]S([O-])=O.[Na+].[Na+].CC[O:29][C:30]([CH3:32])=[O:31]. (6) Given the product [N:11]1([C:9]([O:8][CH2:1][C:2]2[CH:3]=[CH:4][CH:5]=[CH:6][CH:7]=2)=[O:10])[CH2:16][CH2:15][N:14]([C:17]([O:19][C:20]([CH3:22])([CH3:23])[CH3:21])=[O:18])[CH2:13][CH:12]1[C:24]([O:26][CH3:27])=[O:25], predict the reactants needed to synthesize it. The reactants are: [CH2:1]([O:8][C:9]([N:11]1[CH2:16][CH2:15][N:14]([C:17]([O:19][C:20]([CH3:23])([CH3:22])[CH3:21])=[O:18])[CH2:13][CH:12]1[C:24]([OH:26])=[O:25])=[O:10])[C:2]1[CH:7]=[CH:6][CH:5]=[CH:4][CH:3]=1.[CH3:27][Si](C=[N+]=[N-])(C)C. (7) Given the product [C:2]1([CH:1]([C:9]2[CH:14]=[CH:13][CH:12]=[CH:11][CH:10]=2)[N:18]2[CH2:19][CH2:20][C@H:16]([OH:15])[CH2:17]2)[CH:7]=[CH:6][CH:5]=[CH:4][CH:3]=1, predict the reactants needed to synthesize it. The reactants are: [C:1]([C:9]1[CH:14]=[CH:13][CH:12]=[CH:11][CH:10]=1)(=O)[C:2]1[CH:7]=[CH:6][CH:5]=[CH:4][CH:3]=1.[OH:15][C@H:16]1[CH2:20][CH2:19][NH:18][CH2:17]1.[OH-].[Na+]. (8) Given the product [NH2:6][C@@:5]([C:14]1[S:15][C:16]([C:19]2[CH:24]=[CH:23][C:22]([O:25][CH2:26][CH2:27][O:28][CH2:29][CH2:30][C:31]3[CH:36]=[CH:35][CH:34]=[CH:33][CH:32]=3)=[C:21]([C:37]([F:39])([F:40])[F:38])[CH:20]=2)=[CH:17][N:18]=1)([CH3:41])[CH2:4][OH:3], predict the reactants needed to synthesize it. The reactants are: CC1(C)[N:6](C(OC(C)(C)C)=O)[C@@:5]([CH3:41])([C:14]2[S:15][C:16]([C:19]3[CH:24]=[CH:23][C:22]([O:25][CH2:26][CH2:27][O:28][CH2:29][CH2:30][C:31]4[CH:36]=[CH:35][CH:34]=[CH:33][CH:32]=4)=[C:21]([C:37]([F:40])([F:39])[F:38])[CH:20]=3)=[CH:17][N:18]=2)[CH2:4][O:3]1. (9) Given the product [Cl:1][C:2]1[CH:7]=[CH:6][C:5]([CH:8]([OH:22])[CH2:9][CH2:10][CH:11]([C:13]2[CH:14]=[CH:15][C:16]([N+:19]([O-:21])=[O:20])=[CH:17][CH:18]=2)[OH:12])=[CH:4][C:3]=1[N+:23]([O-:25])=[O:24], predict the reactants needed to synthesize it. The reactants are: [Cl:1][C:2]1[CH:7]=[CH:6][C:5]([C:8](=[O:22])[CH2:9][CH2:10][C:11]([C:13]2[CH:18]=[CH:17][C:16]([N+:19]([O-:21])=[O:20])=[CH:15][CH:14]=2)=[O:12])=[CH:4][C:3]=1[N+:23]([O-:25])=[O:24].[BH4-].[Na+].